From a dataset of HIV replication inhibition screening data with 41,000+ compounds from the AIDS Antiviral Screen. Binary Classification. Given a drug SMILES string, predict its activity (active/inactive) in a high-throughput screening assay against a specified biological target. (1) The drug is COC(=O)C(C(=O)C(=O)Nc1ccc(N)cc1[N+](=O)[O-])c1nc2ccc(Cl)cc2nc1O. The result is 0 (inactive). (2) The drug is N#CC(Sc1ccccc1)c1ccccc1. The result is 0 (inactive). (3) The compound is O=c1c2cn[nH]c2nc2scc(-c3ccc(Cl)cc3)n12. The result is 0 (inactive). (4) The compound is Cc1cccc(C=NC23CC4CC(CC(C4)C2)C3)c1. The result is 0 (inactive). (5) The result is 0 (inactive). The drug is CCCCCCCCCN1CCC(=O)C(C(=O)OC)C1. (6) The drug is COC(CN(C)C(=S)Nc1cccc2ccccc12)OC. The result is 0 (inactive). (7) The compound is O=c1[nH]c(=O)n(C2OC(CF)C(O)C2O)cc1N1CCOCC1. The result is 0 (inactive).